Dataset: Catalyst prediction with 721,799 reactions and 888 catalyst types from USPTO. Task: Predict which catalyst facilitates the given reaction. (1) Reactant: [OH:1][C:2]1[CH:7]=[CH:6][C:5]([CH2:8][CH2:9][S:10][CH:11]([CH2:16][C:17]2[CH:22]=[CH:21][C:20]([CH2:23][CH2:24][O:25][C:26]3[CH:31]=[CH:30][C:29]([O:32][S:33]([CH3:36])(=[O:35])=[O:34])=[CH:28][CH:27]=3)=[CH:19][CH:18]=2)[C:12]([O:14]C)=[O:13])=[CH:4][CH:3]=1.[OH-].[Li+]. Product: [OH:1][C:2]1[CH:7]=[CH:6][C:5]([CH2:8][CH2:9][S:10][CH:11]([CH2:16][C:17]2[CH:22]=[CH:21][C:20]([CH2:23][CH2:24][O:25][C:26]3[CH:27]=[CH:28][C:29]([O:32][S:33]([CH3:36])(=[O:35])=[O:34])=[CH:30][CH:31]=3)=[CH:19][CH:18]=2)[C:12]([OH:14])=[O:13])=[CH:4][CH:3]=1. The catalyst class is: 20. (2) Reactant: [Li].[CH2:2]([O:9][C:10]1[CH:11]=[C:12]([CH:15]=[CH:16][C:17]=1[C:18]1[CH:23]=[CH:22][CH:21]=[CH:20][CH:19]=1)[C:13]#[N:14])[C:3]1[CH:8]=[CH:7][CH:6]=[CH:5][CH:4]=1. Product: [CH2:2]([O:9][C:10]1[CH:11]=[C:12]([CH2:13][NH2:14])[CH:15]=[CH:16][C:17]=1[C:18]1[CH:23]=[CH:22][CH:21]=[CH:20][CH:19]=1)[C:3]1[CH:4]=[CH:5][CH:6]=[CH:7][CH:8]=1. The catalyst class is: 7.